Task: Regression. Given a peptide amino acid sequence and an MHC pseudo amino acid sequence, predict their binding affinity value. This is MHC class II binding data.. Dataset: Peptide-MHC class II binding affinity with 134,281 pairs from IEDB The peptide sequence is GELQIVSKIDAAFKI. The MHC is DRB1_1201 with pseudo-sequence DRB1_1201. The binding affinity (normalized) is 0.636.